Task: Regression/Classification. Given a drug SMILES string, predict its absorption, distribution, metabolism, or excretion properties. Task type varies by dataset: regression for continuous measurements (e.g., permeability, clearance, half-life) or binary classification for categorical outcomes (e.g., BBB penetration, CYP inhibition). Dataset: cyp1a2_veith.. Dataset: CYP1A2 inhibition data for predicting drug metabolism from PubChem BioAssay (1) The compound is CC1(CCC#N)N=C(SCCC#N)N(c2ccccc2)C1=O. The result is 0 (non-inhibitor). (2) The drug is COc1ccccc1Cn1c(=S)[nH]c2cc(C(=O)N3CCN(C)CC3)ccc2c1=O. The result is 0 (non-inhibitor). (3) The drug is C/C(=N\Nc1ccc([N+](=O)[O-])cc1)c1cccc(N)c1. The result is 1 (inhibitor). (4) The drug is CN(CCCl)Cc1cc(Cl)c(NC2=NCCN2)c(Cl)c1. The result is 0 (non-inhibitor). (5) The molecule is Br.CCCCN1C2=NCCCN2c2ccccc21. The result is 1 (inhibitor).